Dataset: Catalyst prediction with 721,799 reactions and 888 catalyst types from USPTO. Task: Predict which catalyst facilitates the given reaction. (1) Reactant: [CH2:1]([O:8][CH2:9][CH2:10][CH:11]([OH:31])[CH:12]([N:16]([CH2:24][C:25]1[CH:30]=[CH:29][CH:28]=[CH:27][CH:26]=1)[CH2:17][C:18]1[CH:23]=[CH:22][CH:21]=[CH:20][CH:19]=1)[C:13]([OH:15])=[O:14])[C:2]1[CH:7]=[CH:6][CH:5]=[CH:4][CH:3]=1.[H-].[Na+].F[C:35]1[CH:40]=[CH:39][C:38]([F:41])=[CH:37][C:36]=1[N+:42]([O-:44])=[O:43]. Product: [CH2:1]([O:8][CH2:9][CH2:10][CH:11]([O:31][C:35]1[CH:40]=[CH:39][C:38]([F:41])=[CH:37][C:36]=1[N+:42]([O-:44])=[O:43])[CH:12]([N:16]([CH2:24][C:25]1[CH:26]=[CH:27][CH:28]=[CH:29][CH:30]=1)[CH2:17][C:18]1[CH:23]=[CH:22][CH:21]=[CH:20][CH:19]=1)[C:13]([OH:15])=[O:14])[C:2]1[CH:3]=[CH:4][CH:5]=[CH:6][CH:7]=1. The catalyst class is: 9. (2) Reactant: [Cl:1][C:2]1[CH:3]=[C:4]2[C:9](=[C:10](Cl)[N:11]=1)[C:8](=[O:13])[NH:7][CH:6]=[CH:5]2.[CH3:14][CH:15]([NH2:17])[CH3:16].CCN(C(C)C)C(C)C. Product: [Cl:1][C:2]1[CH:3]=[C:4]2[C:9](=[C:10]([NH:17][CH:15]([CH3:16])[CH3:14])[N:11]=1)[C:8](=[O:13])[NH:7][CH:6]=[CH:5]2. The catalyst class is: 41.